From a dataset of Forward reaction prediction with 1.9M reactions from USPTO patents (1976-2016). Predict the product of the given reaction. (1) Given the reactants C(OC(=O)[NH:7][C:8]1[CH:13]=[C:12]([N:14]([CH3:16])[CH3:15])[C:11]([C:17]([F:20])([F:19])[F:18])=[CH:10][C:9]=1[NH:21][C:22](=[O:45])[CH2:23][C:24](=O)[C:25]1[CH:30]=[CH:29][CH:28]=[C:27]([C:31]2[CH:35]=[C:34]([CH2:36][O:37]C3CCCCO3)[O:33][N:32]=2)[CH:26]=1)(C)(C)C.C(O)(C(F)(F)F)=O, predict the reaction product. The product is: [CH3:16][N:14]([CH3:15])[C:12]1[C:11]([C:17]([F:18])([F:19])[F:20])=[CH:10][C:9]2[NH:21][C:22](=[O:45])[CH2:23][C:24]([C:25]3[CH:30]=[CH:29][CH:28]=[C:27]([C:31]4[CH:35]=[C:34]([CH2:36][OH:37])[O:33][N:32]=4)[CH:26]=3)=[N:7][C:8]=2[CH:13]=1. (2) Given the reactants [CH2:1]([O:3][C:4]([C:6]1([CH2:15][C:16]2[CH:21]=[CH:20][CH:19]=[CH:18][CH:17]=2)[CH2:11][CH2:10][N:9]([CH2:12][CH2:13]N)[CH2:8][CH2:7]1)=[O:5])[CH3:2], predict the reaction product. The product is: [CH2:1]([O:3][C:4]([C:6]1([CH2:15][C:16]2[CH:21]=[CH:20][CH:19]=[CH:18][CH:17]=2)[CH2:11][CH2:10][N:9]([CH2:12][C:13]2[CH:10]=[CH:11][CH:6]=[CH:7][CH:8]=2)[CH2:8][CH2:7]1)=[O:5])[CH3:2]. (3) Given the reactants Cl.[NH:2]1[CH2:7][CH2:6][CH:5]([C:8]2[C:16]3[C:11](=[N:12][CH:13]=[CH:14][CH:15]=3)[NH:10][N:9]=2)[CH2:4][CH2:3]1.[Cl:17][C:18]1[N:23]=[C:22]([C:24]([O:26][CH3:27])=[O:25])[CH:21]=[C:20](Cl)[N:19]=1.CCN(C(C)C)C(C)C.C(Cl)Cl.CO, predict the reaction product. The product is: [Cl:17][C:18]1[N:23]=[C:22]([C:24]([O:26][CH3:27])=[O:25])[CH:21]=[C:20]([N:2]2[CH2:3][CH2:4][CH:5]([C:8]3[C:16]4[C:11](=[N:12][CH:13]=[CH:14][CH:15]=4)[NH:10][N:9]=3)[CH2:6][CH2:7]2)[N:19]=1.